From a dataset of Reaction yield outcomes from USPTO patents with 853,638 reactions. Predict the reaction yield, written as a fraction of the theoretical maximum amount of product (1.0 means a 100% yield; for example, 0.34 means a 34% yield). (1) The reactants are [CH:1]([C:9]1[C:17]2[C:12](=[CH:13][C:14]([NH2:18])=[CH:15][CH:16]=2)[N:11]([CH2:19][O:20][CH2:21][CH2:22][Si:23]([CH3:26])([CH3:25])[CH3:24])[N:10]=1)=[CH:2][C:3]1[CH:8]=[CH:7][CH:6]=[CH:5][CH:4]=1.[N+:27]([C:30]1[CH:31]=[C:32](I)[CH:33]=[CH:34][CH:35]=1)([O-:29])=[O:28].C([O-])([O-])=O.[Cs+].[Cs+].C1(C)C=CC=CC=1. The catalyst is C(OCC)(=O)C.C1C=CC(/C=C/C(/C=C/C2C=CC=CC=2)=O)=CC=1.C1C=CC(/C=C/C(/C=C/C2C=CC=CC=2)=O)=CC=1.C1C=CC(/C=C/C(/C=C/C2C=CC=CC=2)=O)=CC=1.[Pd].[Pd].C1C=CC(P(C2C(C3C(P(C4C=CC=CC=4)C4C=CC=CC=4)=CC=C4C=3C=CC=C4)=C3C(C=CC=C3)=CC=2)C2C=CC=CC=2)=CC=1. The product is [N+:27]([C:30]1[CH:35]=[C:34]([NH:18][C:14]2[CH:13]=[C:12]3[C:17]([C:9]([CH:1]=[CH:2][C:3]4[CH:8]=[CH:7][CH:6]=[CH:5][CH:4]=4)=[N:10][N:11]3[CH2:19][O:20][CH2:21][CH2:22][Si:23]([CH3:24])([CH3:26])[CH3:25])=[CH:16][CH:15]=2)[CH:33]=[CH:32][CH:31]=1)([O-:29])=[O:28]. The yield is 0.740. (2) The reactants are [OH-].[Na+].[F:3][C:4]1[CH:5]=[C:6](/[CH:30]=[CH:31]/[C:32]([O:34]C)=[O:33])[CH:7]=[C:8]([F:29])[C:9]=1[C@@H:10]1[C:15]2[NH:16][C:17]3[C:22]([C:14]=2[CH2:13][C@@H:12]([CH3:23])[N:11]1[CH2:24][C@H:25]([CH3:28])[CH2:26][F:27])=[CH:21][CH:20]=[CH:19][CH:18]=3.CO.Cl. The catalyst is C1COCC1.O.CCOC(C)=O. The product is [F:29][C:8]1[CH:7]=[C:6](/[CH:30]=[CH:31]/[C:32]([OH:34])=[O:33])[CH:5]=[C:4]([F:3])[C:9]=1[C@@H:10]1[C:15]2[NH:16][C:17]3[C:22]([C:14]=2[CH2:13][C@@H:12]([CH3:23])[N:11]1[CH2:24][C@H:25]([CH3:28])[CH2:26][F:27])=[CH:21][CH:20]=[CH:19][CH:18]=3. The yield is 0.940. (3) The reactants are Cl[C:2]1[N:11]=[C:10]([N:12]2[CH2:17][CH2:16][O:15][CH2:14][CH2:13]2)[C:9]2[C:4](=[C:5]([O:33][CH3:34])[CH:6]=[C:7]([C:18]3[C:19]([F:32])=[C:20]([NH:25][S:26]([CH2:29][CH2:30][CH3:31])(=[O:28])=[O:27])[CH:21]=[CH:22][C:23]=3[F:24])[CH:8]=2)[N:3]=1.CC1(C)C(C)(C)OB([C:43]2[CH:44]=[N:45][C:46]([NH2:49])=[N:47][CH:48]=2)O1.C(=O)([O-])[O-].[Na+].[Na+].CN(C)C=O. The catalyst is Cl[Pd](Cl)([P](C1C=CC=CC=1)(C1C=CC=CC=1)C1C=CC=CC=1)[P](C1C=CC=CC=1)(C1C=CC=CC=1)C1C=CC=CC=1.O. The product is [NH2:49][C:46]1[N:47]=[CH:48][C:43]([C:2]2[N:11]=[C:10]([N:12]3[CH2:17][CH2:16][O:15][CH2:14][CH2:13]3)[C:9]3[C:4](=[C:5]([O:33][CH3:34])[CH:6]=[C:7]([C:18]4[C:19]([F:32])=[C:20]([NH:25][S:26]([CH2:29][CH2:30][CH3:31])(=[O:28])=[O:27])[CH:21]=[CH:22][C:23]=4[F:24])[CH:8]=3)[N:3]=2)=[CH:44][N:45]=1. The yield is 0.310. (4) The reactants are [CH3:1][C:2]1[CH:10]=[C:9]([Br:11])[CH:8]=[CH:7][C:3]=1[C:4]([OH:6])=[O:5].[CH3:12][C:13]([CH3:17])([CH3:16])[CH2:14]O.N1C=CC=CC=1. The catalyst is O=S(Cl)Cl. The product is [CH3:1][C:2]1[CH:10]=[C:9]([Br:11])[CH:8]=[CH:7][C:3]=1[C:4]([O:6][CH2:12][C:13]([CH3:17])([CH3:16])[CH3:14])=[O:5]. The yield is 0.680. (5) The reactants are [CH3:1][O:2][C:3]1[N:8]=[N:7][C:6]([NH2:9])=[CH:5][CH:4]=1.Br[CH2:11][C:12]([C:14]1[CH:19]=[CH:18][C:17]([CH3:20])=[C:16]([N+:21]([O-:23])=[O:22])[CH:15]=1)=O. The catalyst is C(#N)C. The product is [CH3:1][O:2][C:3]1[CH:4]=[CH:5][C:6]2[N:7]([CH:11]=[C:12]([C:14]3[CH:19]=[CH:18][C:17]([CH3:20])=[C:16]([N+:21]([O-:23])=[O:22])[CH:15]=3)[N:9]=2)[N:8]=1. The yield is 0.850. (6) The reactants are [Cl:1][C:2]1[CH:7]=[CH:6][N:5]=[C:4]2[NH:8][CH:9]=[CH:10][C:3]=12.[C:11]1([S:17](Cl)(=[O:19])=[O:18])[CH:16]=[CH:15][CH:14]=[CH:13][CH:12]=1.C(N(CC)CC)C. The catalyst is CN(C)C1C=CN=CC=1. The product is [Cl:1][C:2]1[CH:7]=[CH:6][N:5]=[C:4]2[N:8]([S:17]([C:11]3[CH:16]=[CH:15][CH:14]=[CH:13][CH:12]=3)(=[O:19])=[O:18])[CH:9]=[CH:10][C:3]=12. The yield is 0.770. (7) The reactants are [O:1]1[C:5]2[CH:6]=[CH:7][CH:8]=[CH:9][C:4]=2[CH:3]=[C:2]1[C:10]1[C:11]([NH2:17])=[N:12][CH:13]=[C:14]([Br:16])[N:15]=1.[C:18]([O:22][C:23](O[C:23]([O:22][C:18]([CH3:21])([CH3:20])[CH3:19])=[O:24])=[O:24])([CH3:21])([CH3:20])[CH3:19]. The catalyst is CN(C)C1C=CN=CC=1.ClCCl. The product is [O:1]1[C:5]2[CH:6]=[CH:7][CH:8]=[CH:9][C:4]=2[CH:3]=[C:2]1[C:10]1[C:11]([NH:17][C:23](=[O:24])[O:22][C:18]([CH3:21])([CH3:20])[CH3:19])=[N:12][CH:13]=[C:14]([Br:16])[N:15]=1. The yield is 0.980. (8) The reactants are [F:1][C:2]1[CH:10]=[C:9]2[C:5]([C:6]([C:28]([O:30]C)=O)=[N:7][N:8]2[C:11]2[CH:16]=[CH:15][CH:14]=[C:13]([C:17]#[C:18][C@:19]3([OH:27])[CH2:24][CH2:23][CH2:22][N:21]([CH3:25])[C:20]3=[O:26])[CH:12]=2)=[CH:4][CH:3]=1.[NH3:32]. The catalyst is CO. The product is [F:1][C:2]1[CH:10]=[C:9]2[C:5]([C:6]([C:28]([NH2:32])=[O:30])=[N:7][N:8]2[C:11]2[CH:16]=[CH:15][CH:14]=[C:13]([C:17]#[C:18][C@:19]3([OH:27])[CH2:24][CH2:23][CH2:22][N:21]([CH3:25])[C:20]3=[O:26])[CH:12]=2)=[CH:4][CH:3]=1. The yield is 0.310. (9) The reactants are Cl[C:2]1[CH:11]=[CH:10][C:9]2[C:4](=[CH:5][CH:6]=[C:7]([N+:12]([O-:14])=[O:13])[CH:8]=2)[N:3]=1.[CH3:15][O:16][C:17]1[C:22]2[CH:23]([NH2:26])[CH2:24][O:25][C:21]=2[CH:20]=[CH:19][CH:18]=1.C(N(C(C)C)C(C)C)C. The catalyst is CN1CCCC1=O. The product is [CH3:15][O:16][C:17]1[C:22]2[CH:23]([NH:26][C:2]3[CH:11]=[CH:10][C:9]4[C:4](=[CH:5][CH:6]=[C:7]([N+:12]([O-:14])=[O:13])[CH:8]=4)[N:3]=3)[CH2:24][O:25][C:21]=2[CH:20]=[CH:19][CH:18]=1. The yield is 0.650.